From a dataset of Catalyst prediction with 721,799 reactions and 888 catalyst types from USPTO. Predict which catalyst facilitates the given reaction. (1) Reactant: [CH3:1][CH:2]1[C:10]2[CH:9]=[CH:8][CH:7]=[C:6]([C:11]([OH:13])=[O:12])[C:5]=2[C:4](=[O:14])[N:3]1[CH:15]1[CH2:20][CH2:19][NH:18][CH2:17][CH2:16]1.N1C=CC=CC=1.[C:27](O[C:27]([O:29][C:30]([CH3:33])([CH3:32])[CH3:31])=[O:28])([O:29][C:30]([CH3:33])([CH3:32])[CH3:31])=[O:28]. Product: [C:30]([O:29][C:27]([N:18]1[CH2:19][CH2:20][CH:15]([N:3]2[C:4](=[O:14])[C:5]3[C:6]([C:11]([OH:13])=[O:12])=[CH:7][CH:8]=[CH:9][C:10]=3[CH:2]2[CH3:1])[CH2:16][CH2:17]1)=[O:28])([CH3:33])([CH3:32])[CH3:31]. The catalyst class is: 459. (2) Reactant: CCN(C(C)C)C(C)C.C1C=CC2N(O)N=NC=2C=1.CCN=C=NCCCN(C)C.[N:31]1[CH:36]=[CH:35][CH:34]=[C:33]([N:37]2[CH:41]=[C:40]([C:42]([NH:44][CH2:45][C:46]([OH:48])=O)=[O:43])[N:39]=[N:38]2)[CH:32]=1.NC1C=NC=CC=1.Cl.[NH:57]1[CH2:60][CH:59]([O:61][C:62]2[CH:63]=[C:64]([CH:67]=[CH:68][C:69]=2[CH3:70])[C:65]#[N:66])[CH2:58]1.Cl.FC(F)(F)C1C=C(C=CC=1)OC1CNC1. Product: [C:65]([C:64]1[CH:67]=[CH:68][C:69]([CH3:70])=[C:62]([CH:63]=1)[O:61][CH:59]1[CH2:58][N:57]([C:46](=[O:48])[CH2:45][NH:44][C:42]([C:40]2[N:39]=[N:38][N:37]([C:33]3[CH:32]=[N:31][CH:36]=[CH:35][CH:34]=3)[CH:41]=2)=[O:43])[CH2:60]1)#[N:66]. The catalyst class is: 3. (3) Reactant: C(=O)([O-])[O-].[K+].[K+].Br[CH2:8][C:9]([NH:11][C:12]1[CH:17]=[CH:16][CH:15]=[CH:14][CH:13]=1)=[O:10].[S:18]1[CH2:22][C:21](=[O:23])[NH:20][C:19]1=[O:24].O. Product: [C:12]1([NH:11][C:9]([CH2:8][N:20]2[C:21](=[O:23])[CH2:22][S:18][C:19]2=[O:24])=[O:10])[CH:17]=[CH:16][CH:15]=[CH:14][CH:13]=1. The catalyst class is: 9. (4) Reactant: N[N:2]1[C:10]2[C:5](=[CH:6][CH:7]=[CH:8][CH:9]=2)[CH2:4][CH2:3]1.[C:11]1(=O)[CH2:17][CH2:16][CH2:15][CH2:14][CH2:13][CH2:12]1.S(=O)(=O)(O)O. Product: [CH:8]1[CH:7]=[CH:6][C:5]2[CH2:4][CH2:3][N:2]3[C:10]=2[C:9]=1[C:11]1[CH2:17][CH2:16][CH2:15][CH2:14][CH2:13][C:12]=13. The catalyst class is: 6. (5) Reactant: [CH2:1]([N:8]1[CH2:18][CH2:17][C:11]2[N:12]=[CH:13][N:14]=[C:15](Cl)[C:10]=2[CH2:9]1)[C:2]1[CH:7]=[CH:6][CH:5]=[CH:4][CH:3]=1.[NH2:19][C:20]1[CH:25]=[CH:24][CH:23]=[CH:22][CH:21]=1. Product: [CH2:1]([N:8]1[CH2:18][CH2:17][C:11]2[N:12]=[CH:13][N:14]=[C:15]([NH:19][C:20]3[CH:25]=[CH:24][CH:23]=[CH:22][CH:21]=3)[C:10]=2[CH2:9]1)[C:2]1[CH:7]=[CH:6][CH:5]=[CH:4][CH:3]=1. The catalyst class is: 10. (6) Reactant: [CH:1]([C:3]1[C:4]([OH:25])=[CH:5][CH:6]=[C:7]2[C:12]=1[N:11]=[C:10]([CH:13]([CH3:15])[CH3:14])[N:9]([C:16]1[CH:23]=[CH:22][C:19]([C:20]#[N:21])=[CH:18][CH:17]=1)[C:8]2=[O:24])=[O:2].[CH2:26]([Mg]Br)[CH3:27]. Product: [OH:25][C:4]1[C:3]([CH:1]([OH:2])[CH2:26][CH3:27])=[C:12]2[C:7]([C:8](=[O:24])[N:9]([C:16]3[CH:23]=[CH:22][C:19]([C:20]#[N:21])=[CH:18][CH:17]=3)[C:10]([CH:13]([CH3:15])[CH3:14])=[N:11]2)=[CH:6][CH:5]=1. The catalyst class is: 1.